From a dataset of NCI-60 drug combinations with 297,098 pairs across 59 cell lines. Regression. Given two drug SMILES strings and cell line genomic features, predict the synergy score measuring deviation from expected non-interaction effect. (1) Drug 1: C1CC(C1)(C(=O)O)C(=O)O.[NH2-].[NH2-].[Pt+2]. Drug 2: C1=NC2=C(N1)C(=S)N=CN2. Cell line: MOLT-4. Synergy scores: CSS=86.6, Synergy_ZIP=-0.381, Synergy_Bliss=0.393, Synergy_Loewe=0.920, Synergy_HSA=4.08. (2) Synergy scores: CSS=12.8, Synergy_ZIP=-3.98, Synergy_Bliss=-1.56, Synergy_Loewe=-4.31, Synergy_HSA=-0.0894. Drug 1: C1CCN(CC1)CCOC2=CC=C(C=C2)C(=O)C3=C(SC4=C3C=CC(=C4)O)C5=CC=C(C=C5)O. Cell line: 786-0. Drug 2: C1=CC=C(C=C1)NC(=O)CCCCCCC(=O)NO. (3) Drug 1: CN(C)N=NC1=C(NC=N1)C(=O)N. Drug 2: C1=CC(=CC=C1CC(C(=O)O)N)N(CCCl)CCCl.Cl. Cell line: SK-OV-3. Synergy scores: CSS=17.1, Synergy_ZIP=-1.07, Synergy_Bliss=6.24, Synergy_Loewe=3.14, Synergy_HSA=5.45. (4) Drug 1: C1=NC2=C(N1)C(=S)N=C(N2)N. Drug 2: C1=NC(=NC(=O)N1C2C(C(C(O2)CO)O)O)N. Cell line: ACHN. Synergy scores: CSS=57.5, Synergy_ZIP=-4.59, Synergy_Bliss=-2.68, Synergy_Loewe=1.01, Synergy_HSA=2.33. (5) Drug 1: C1=C(C(=O)NC(=O)N1)F. Drug 2: C(CN)CNCCSP(=O)(O)O. Cell line: MDA-MB-435. Synergy scores: CSS=36.3, Synergy_ZIP=1.57, Synergy_Bliss=1.06, Synergy_Loewe=-15.8, Synergy_HSA=0.798. (6) Drug 1: C1CC(=O)NC(=O)C1N2CC3=C(C2=O)C=CC=C3N. Drug 2: CC12CCC3C(C1CCC2OP(=O)(O)O)CCC4=C3C=CC(=C4)OC(=O)N(CCCl)CCCl.[Na+]. Cell line: IGROV1. Synergy scores: CSS=2.14, Synergy_ZIP=-4.49, Synergy_Bliss=-8.20, Synergy_Loewe=-6.61, Synergy_HSA=-6.58. (7) Drug 1: CCCCC(=O)OCC(=O)C1(CC(C2=C(C1)C(=C3C(=C2O)C(=O)C4=C(C3=O)C=CC=C4OC)O)OC5CC(C(C(O5)C)O)NC(=O)C(F)(F)F)O. Drug 2: CN(CCCl)CCCl.Cl. Cell line: K-562. Synergy scores: CSS=80.2, Synergy_ZIP=-1.76, Synergy_Bliss=-2.67, Synergy_Loewe=0.386, Synergy_HSA=1.80.